This data is from Full USPTO retrosynthesis dataset with 1.9M reactions from patents (1976-2016). The task is: Predict the reactants needed to synthesize the given product. (1) Given the product [CH3:18][O:19][CH2:20][CH2:21][O:22][C:23]1[CH:35]=[CH:34][C:26]([O:27][CH:28]2[CH2:33][CH2:32][N:31]([CH2:2][C:3]([NH:5][C@@H:6]3[CH2:11][O:10][C:9]4=[N:12][C:13]([N+:15]([O-:17])=[O:16])=[CH:14][N:8]4[CH2:7]3)=[O:4])[CH2:30][CH2:29]2)=[CH:25][CH:24]=1, predict the reactants needed to synthesize it. The reactants are: Cl[CH2:2][C:3]([NH:5][C@@H:6]1[CH2:11][O:10][C:9]2=[N:12][C:13]([N+:15]([O-:17])=[O:16])=[CH:14][N:8]2[CH2:7]1)=[O:4].[CH3:18][O:19][CH2:20][CH2:21][O:22][C:23]1[CH:35]=[CH:34][C:26]([O:27][CH:28]2[CH2:33][CH2:32][NH:31][CH2:30][CH2:29]2)=[CH:25][CH:24]=1. (2) Given the product [CH2:1]([O:8][CH2:9][CH2:10][C:11]1([CH2:15][OH:16])[CH2:14][CH2:13][CH2:12]1)[C:2]1[CH:7]=[CH:6][CH:5]=[CH:4][CH:3]=1, predict the reactants needed to synthesize it. The reactants are: [CH2:1]([O:8][CH2:9][CH2:10][C:11]1([C:15](OCC)=[O:16])[CH2:14][CH2:13][CH2:12]1)[C:2]1[CH:7]=[CH:6][CH:5]=[CH:4][CH:3]=1.[H-].[Al+3].[Li+].[H-].[H-].[H-]. (3) Given the product [F:16][C:17]([F:28])([F:27])[C:18]1[CH:23]=[C:22]([C:2]2[N:7]=[CH:6][C:5]([CH:8]=[O:9])=[CH:4][CH:3]=2)[CH:21]=[CH:20][CH:19]=1, predict the reactants needed to synthesize it. The reactants are: Br[C:2]1[N:7]=[CH:6][C:5]([CH:8]=[O:9])=[CH:4][CH:3]=1.C(=O)([O-])[O-].[Na+].[Na+].[F:16][C:17]([F:28])([F:27])[C:18]1[CH:19]=[C:20](B(O)O)[CH:21]=[CH:22][CH:23]=1.